From a dataset of Forward reaction prediction with 1.9M reactions from USPTO patents (1976-2016). Predict the product of the given reaction. (1) Given the reactants [OH:1][N:2]=[C:3](Cl)[C:4]1[CH:9]=[N:8][CH:7]=[CH:6][N:5]=1.[C:11]([C:13]1[CH:14]=[C:15]([CH:18]=[CH:19][CH:20]=1)[C:16]#[N:17])#[CH:12].N, predict the reaction product. The product is: [N:5]1[CH:6]=[CH:7][N:8]=[CH:9][C:4]=1[C:3]1[CH:12]=[C:11]([C:13]2[CH:14]=[C:15]([CH:18]=[CH:19][CH:20]=2)[C:16]#[N:17])[O:1][N:2]=1. (2) Given the reactants [C:1]([NH2:9])(=[S:8])[C:2]1[CH:7]=[CH:6][CH:5]=[CH:4][CH:3]=1.I[CH2:11][CH3:12], predict the reaction product. The product is: [CH2:11]([S:8][C:1](=[NH:9])[C:2]1[CH:7]=[CH:6][CH:5]=[CH:4][CH:3]=1)[CH3:12]. (3) Given the reactants [NH2:1][C:2]1[CH:7]=[CH:6][C:5]([O:8][Si](C(C)(C)C)(C)C)=[CH:4][C:3]=1[C:16]([C:18]1[CH:23]=[CH:22][CH:21]=[C:20]([CH3:24])[CH:19]=1)=O.[CH3:25][CH:26]([CH3:33])[CH2:27][C:28](=O)[CH2:29][C:30]#[N:31].CS(O)(=O)=O, predict the reaction product. The product is: [OH:8][C:5]1[CH:4]=[C:3]2[C:2](=[CH:7][CH:6]=1)[N:1]=[C:28]([CH2:27][CH:26]([CH3:33])[CH3:25])[C:29]([C:30]#[N:31])=[C:16]2[C:18]1[CH:23]=[CH:22][CH:21]=[C:20]([CH3:24])[CH:19]=1. (4) Given the reactants [CH3:1][C:2]1[N:6]([CH2:7][CH:8]2[C:21](=[O:22])[C:12]3[C:13]4[CH:14]=[CH:15][CH:16]=[CH:17][C:18]=4[N:19]([CH3:20])[C:11]=3[CH2:10][CH2:9]2)[CH:5]=[CH:4][N:3]=1.C([OH:25])C.[ClH:26], predict the reaction product. The product is: [CH3:1][C:2]1[N:6]([CH2:7][CH:8]2[C:21](=[O:22])[C:12]3[C:13]4[C:18]([N:19]([CH3:20])[C:11]=3[CH2:10][CH2:9]2)=[CH:17][CH:16]=[CH:15][CH:14]=4)[CH:5]=[CH:4][N:3]=1.[OH2:25].[OH2:22].[ClH:26]. (5) Given the reactants Cl.[C:2](=[NH:6])([NH2:5])[CH2:3][CH3:4].C[O-].[Na+].[C:10]([C:12]1[CH:17]=[CH:16][CH:15]=[CH:14][C:13]=1[C:18]1[CH:23]=[CH:22][C:21]([CH2:24][CH:25]([C:30](=O)[CH2:31][CH2:32][CH3:33])[C:26](OC)=[O:27])=[CH:20][CH:19]=1)#[N:11], predict the reaction product. The product is: [CH2:3]([C:2]1[NH:6][C:26](=[O:27])[C:25]([CH2:24][C:21]2[CH:22]=[CH:23][C:18]([C:13]3[C:12]([C:10]#[N:11])=[CH:17][CH:16]=[CH:15][CH:14]=3)=[CH:19][CH:20]=2)=[C:30]([CH2:31][CH2:32][CH3:33])[N:5]=1)[CH3:4]. (6) Given the reactants [ClH:1].[OH:2][CH:3]([CH2:18][O:19][C:20]1[C:29]2C(=[CH:25][CH:26]=[CH:27][CH:28]=2)C=[CH:22][CH:21]=1)[CH2:4][NH:5][C:6]([CH3:17])([CH3:16])[CH2:7][C:8]1[CH:13]=[CH:12][C:11]([O:14][CH3:15])=[CH:10][CH:9]=1.Cl.OC(COC1C=CC(OC)=CC=1)CNC(C)(C)CC1C=CC(OC)=CC=1, predict the reaction product. The product is: [ClH:1].[OH:2][CH:3]([CH2:18][O:19][C:20]1[CH:29]=[CH:28][C:27]([CH2:26][CH3:25])=[CH:22][CH:21]=1)[CH2:4][NH:5][C:6]([CH3:17])([CH3:16])[CH2:7][C:8]1[CH:13]=[CH:12][C:11]([O:14][CH3:15])=[CH:10][CH:9]=1. (7) Given the reactants [Cl:1][C:2]1[C:3]([C:8]2[NH:12][N:11]=[C:10]([CH:13]([CH3:15])[CH3:14])[N:9]=2)=[C:4]([NH2:7])[S:5][CH:6]=1.[O:16]=[C:17]1[CH2:26][CH2:25][C:24]2[C:19](=[CH:20][CH:21]=[CH:22][N:23]=2)[N:18]1[CH2:27][C:28](O)=[O:29], predict the reaction product. The product is: [Cl:1][C:2]1[C:3]([C:8]2[NH:12][N:11]=[C:10]([CH:13]([CH3:15])[CH3:14])[N:9]=2)=[C:4]([NH:7][C:28](=[O:29])[CH2:27][N:18]2[C:19]3[C:24](=[N:23][CH:22]=[CH:21][CH:20]=3)[CH2:25][CH2:26][C:17]2=[O:16])[S:5][CH:6]=1.